This data is from Full USPTO retrosynthesis dataset with 1.9M reactions from patents (1976-2016). The task is: Predict the reactants needed to synthesize the given product. (1) Given the product [C:17]([O:16][C@@H:9]1[C@@H:8]([O:20][C:21](=[O:23])[CH3:22])[C@@H:7]([O:24][C:25](=[O:27])[CH3:26])[C@@H:6]([CH2:5][N:2]=[N+:3]=[N-:4])[O:15][C@@H:10]1[Br:1])(=[O:19])[CH3:18], predict the reactants needed to synthesize it. The reactants are: [BrH:1].[N:2]([CH2:5][C@H:6]1[O:15][CH:10](OC(=O)C)[C@H:9]([O:16][C:17](=[O:19])[CH3:18])[C@@H:8]([O:20][C:21](=[O:23])[CH3:22])[C@H:7]1[O:24][C:25](=[O:27])[CH3:26])=[N+:3]=[N-:4].C(OCC)(=O)C. (2) Given the product [I-:15].[I-:15].[I-:15].[I-:15].[CH:11]1[C:12]2[NH2+:13][C:14]3[C:5](=[CH:4][CH:3]=[CH:2][CH:1]=3)[S:6][C:7]=2[CH:8]=[CH:9][CH:10]=1.[CH:11]1[C:12]2[NH2+:13][C:14]3[C:5](=[CH:4][CH:3]=[CH:2][CH:1]=3)[S:6][C:7]=2[CH:8]=[CH:9][CH:10]=1.[CH:11]1[C:12]2[NH2+:13][C:14]3[C:5](=[CH:4][CH:3]=[CH:2][CH:1]=3)[S:6][C:7]=2[CH:8]=[CH:9][CH:10]=1.[CH:11]1[C:12]2[NH2+:13][C:14]3[C:5](=[CH:4][CH:3]=[CH:2][CH:1]=3)[S:6][C:7]=2[CH:8]=[CH:9][CH:10]=1, predict the reactants needed to synthesize it. The reactants are: [CH:1]1[C:14]2[NH:13][C:12]3[C:7](=[CH:8][CH:9]=[CH:10][CH:11]=3)[S:6][C:5]=2[CH:4]=[CH:3][CH:2]=1.[I:15]I. (3) Given the product [NH2:10][C:9]1[N:5]([C:2]([CH3:3])([CH3:4])[CH3:1])[N:6]=[C:7]([CH3:28])[C:8]=1[C:11]1[C:12]([O:26][CH3:27])=[C:13]([OH:18])[CH:14]=[C:15]([F:17])[CH:16]=1, predict the reactants needed to synthesize it. The reactants are: [CH3:1][C:2]([N:5]1[C:9]([NH2:10])=[C:8]([C:11]2[CH:16]=[C:15]([F:17])[CH:14]=[C:13]([O:18]CC3C=CC=CC=3)[C:12]=2[O:26][CH3:27])[C:7]([CH3:28])=[N:6]1)([CH3:4])[CH3:3].OCC1(OC[C@@H](O)[C@@H](O)[C@H]1O)O. (4) The reactants are: C([Cl:4])(=O)C.[CH3:5][O:6][CH2:7][CH2:8][C@@H:9]1[N:14]([CH3:15])[CH2:13][CH2:12][N:11]([C:16]2[C:25]3[CH:24]=[C:23]([CH:26]([CH3:28])[CH3:27])[S:22][C:21]=3[NH:20][C:19]3[CH:29]=[CH:30][CH:31]=[CH:32][C:18]=3[N:17]=2)[CH2:10]1. Given the product [ClH:4].[ClH:4].[CH3:5][O:6][CH2:7][CH2:8][C@@H:9]1[N:14]([CH3:15])[CH2:13][CH2:12][N:11]([C:16]2[C:25]3[CH:24]=[C:23]([CH:26]([CH3:28])[CH3:27])[S:22][C:21]=3[NH:20][C:19]3[CH:29]=[CH:30][CH:31]=[CH:32][C:18]=3[N:17]=2)[CH2:10]1, predict the reactants needed to synthesize it. (5) Given the product [CH:49]1([N:46]2[CH2:47][CH2:48][CH:43]([CH2:42][CH2:41][O:1][C:2]3[CH:7]=[CH:6][C:5]([C:8]4[C:9]5[CH:18]=[CH:17][N:16]([CH3:19])[C:10]=5[N:11]=[C:12]([C:14]#[N:15])[N:13]=4)=[CH:4][C:3]=3[C:20]([F:23])([F:22])[F:21])[CH2:44][CH2:45]2)[CH2:50][CH2:51]1, predict the reactants needed to synthesize it. The reactants are: [OH:1][C:2]1[CH:7]=[CH:6][C:5]([C:8]2[C:9]3[CH:18]=[CH:17][N:16]([CH3:19])[C:10]=3[N:11]=[C:12]([C:14]#[N:15])[N:13]=2)=[CH:4][C:3]=1[C:20]([F:23])([F:22])[F:21].C(=O)([O-])[O-].[K+].[K+].CC1C=CC(S(O[CH2:41][CH2:42][CH:43]2[CH2:48][CH2:47][N:46]([CH:49]3[CH2:51][CH2:50]3)[CH2:45][CH2:44]2)(=O)=O)=CC=1.C([O-])(O)=O.[Na+].